The task is: Regression. Given two drug SMILES strings and cell line genomic features, predict the synergy score measuring deviation from expected non-interaction effect.. This data is from NCI-60 drug combinations with 297,098 pairs across 59 cell lines. (1) Drug 1: CC(C)(C#N)C1=CC(=CC(=C1)CN2C=NC=N2)C(C)(C)C#N. Drug 2: C1=NC2=C(N=C(N=C2N1C3C(C(C(O3)CO)O)F)Cl)N. Cell line: EKVX. Synergy scores: CSS=-0.729, Synergy_ZIP=0.627, Synergy_Bliss=0.0216, Synergy_Loewe=-4.70, Synergy_HSA=-5.68. (2) Drug 1: CC12CCC(CC1=CCC3C2CCC4(C3CC=C4C5=CN=CC=C5)C)O. Drug 2: COCCOC1=C(C=C2C(=C1)C(=NC=N2)NC3=CC=CC(=C3)C#C)OCCOC.Cl. Cell line: NCI/ADR-RES. Synergy scores: CSS=15.3, Synergy_ZIP=-3.45, Synergy_Bliss=3.41, Synergy_Loewe=3.76, Synergy_HSA=3.84. (3) Drug 1: CCC1(CC2CC(C3=C(CCN(C2)C1)C4=CC=CC=C4N3)(C5=C(C=C6C(=C5)C78CCN9C7C(C=CC9)(C(C(C8N6C)(C(=O)OC)O)OC(=O)C)CC)OC)C(=O)OC)O.OS(=O)(=O)O. Drug 2: CC1=C(C(=O)C2=C(C1=O)N3CC4C(C3(C2COC(=O)N)OC)N4)N. Cell line: SF-295. Synergy scores: CSS=27.9, Synergy_ZIP=-0.969, Synergy_Bliss=-2.49, Synergy_Loewe=-13.2, Synergy_HSA=-5.93. (4) Drug 1: C1C(C(OC1N2C=NC3=C(N=C(N=C32)Cl)N)CO)O. Drug 2: CC1C(C(CC(O1)OC2CC(CC3=C2C(=C4C(=C3O)C(=O)C5=CC=CC=C5C4=O)O)(C(=O)C)O)N)O. Cell line: HT29. Synergy scores: CSS=30.5, Synergy_ZIP=-7.36, Synergy_Bliss=-8.07, Synergy_Loewe=-19.4, Synergy_HSA=-5.54. (5) Drug 1: C1CCN(CC1)CCOC2=CC=C(C=C2)C(=O)C3=C(SC4=C3C=CC(=C4)O)C5=CC=C(C=C5)O. Drug 2: CCC1=CC2CC(C3=C(CN(C2)C1)C4=CC=CC=C4N3)(C5=C(C=C6C(=C5)C78CCN9C7C(C=CC9)(C(C(C8N6C)(C(=O)OC)O)OC(=O)C)CC)OC)C(=O)OC.C(C(C(=O)O)O)(C(=O)O)O. Cell line: SW-620. Synergy scores: CSS=88.2, Synergy_ZIP=10.3, Synergy_Bliss=10.0, Synergy_Loewe=9.25, Synergy_HSA=14.1. (6) Drug 1: CCN(CC)CCNC(=O)C1=C(NC(=C1C)C=C2C3=C(C=CC(=C3)F)NC2=O)C. Drug 2: CC12CCC3C(C1CCC2O)C(CC4=C3C=CC(=C4)O)CCCCCCCCCS(=O)CCCC(C(F)(F)F)(F)F. Cell line: MCF7. Synergy scores: CSS=13.6, Synergy_ZIP=-1.10, Synergy_Bliss=-3.17, Synergy_Loewe=-11.0, Synergy_HSA=-2.23. (7) Drug 1: C1=CC(=CC=C1C#N)C(C2=CC=C(C=C2)C#N)N3C=NC=N3. Drug 2: C1CC(=O)NC(=O)C1N2C(=O)C3=CC=CC=C3C2=O. Cell line: T-47D. Synergy scores: CSS=-1.06, Synergy_ZIP=1.85, Synergy_Bliss=2.83, Synergy_Loewe=1.21, Synergy_HSA=0.335.